Dataset: Serine/threonine kinase 33 screen with 319,792 compounds. Task: Binary Classification. Given a drug SMILES string, predict its activity (active/inactive) in a high-throughput screening assay against a specified biological target. (1) The drug is Fc1c(C2N(C(=O)C(O)=C2C(=O)c2oc(cc2)C)c2ncccn2)cccc1. The result is 0 (inactive). (2) The drug is s1c(NC(=O)C2c3c(Oc4c2cccc4)cccc3)nnc1. The result is 0 (inactive).